This data is from Retrosynthesis with 50K atom-mapped reactions and 10 reaction types from USPTO. The task is: Predict the reactants needed to synthesize the given product. (1) Given the product COc1ccc(C(=O)c2ccc(F)c(F)c2)cc1, predict the reactants needed to synthesize it. The reactants are: COc1ccccc1.O=C(Cl)c1ccc(F)c(F)c1. (2) Given the product Cc1cc(C)c(-c2cccc(CO)n2)c(C)c1, predict the reactants needed to synthesize it. The reactants are: Cc1cc(C)c(B(O)O)c(C)c1.OCc1cccc(Br)n1. (3) Given the product Cc1cccc2cc(-c3ccc(O)cc3)cn12, predict the reactants needed to synthesize it. The reactants are: COc1ccc(-c2cc3cccc(C)n3c2)cc1. (4) Given the product CNC(=O)c1cn([C@H](CCc2cccc3ccccc23)[C@H](C)O)cn1, predict the reactants needed to synthesize it. The reactants are: CN.COC(=O)c1cn([C@H](CCc2cccc3ccccc23)[C@H](C)O)cn1.